This data is from Full USPTO retrosynthesis dataset with 1.9M reactions from patents (1976-2016). The task is: Predict the reactants needed to synthesize the given product. (1) Given the product [CH3:25][NH:27][CH2:23][C:18]1[CH:19]=[CH:20][CH:21]=[CH:22][C:17]=1[S:16][C:8]1[C:9]2[CH:15]=[CH:14][CH:13]=[CH:12][C:10]=2[S:11][C:7]=1[CH3:6], predict the reactants needed to synthesize it. The reactants are: CS(Cl)(=O)=O.[CH3:6][C:7]1[S:11][C:10]2[CH:12]=[CH:13][CH:14]=[CH:15][C:9]=2[C:8]=1[S:16][C:17]1[CH:22]=[CH:21][CH:20]=[CH:19][C:18]=1[CH2:23]O.[CH2:25]([N:27](CC)CC)C.CN.C([O-])(O)=O.[Na+]. (2) Given the product [NH2:6][C:7]1([C:18]([O:20][CH3:21])=[O:19])[CH2:12][CH2:11][C:10]([O:16][CH3:17])([CH2:13][O:14][CH3:15])[CH2:9][CH2:8]1, predict the reactants needed to synthesize it. The reactants are: S(Cl)(Cl)=O.Cl.[NH2:6][C:7]1([C:18]([OH:20])=[O:19])[CH2:12][CH2:11][C:10]([O:16][CH3:17])([CH2:13][O:14][CH3:15])[CH2:9][CH2:8]1.[CH3:21]O. (3) Given the product [C:49]([O:48][C:46]([N:43]1[CH2:42][CH2:41][CH:40]([N:38]2[CH:39]=[C:35]([C:2]3[C:3]([O:17][C:18]4[CH:23]=[CH:22][C:21]([Cl:24])=[CH:20][C:19]=4[C:25]#[N:26])=[C:4]4[C:9](=[CH:10][CH:11]=3)[N:8]([C:12]([O:14][CH3:15])=[O:13])[C@@H:7]([CH3:16])[CH2:6][CH2:5]4)[CH:36]=[N:37]2)[CH2:45][CH2:44]1)=[O:47])([CH3:52])([CH3:50])[CH3:51], predict the reactants needed to synthesize it. The reactants are: Br[C:2]1[C:3]([O:17][C:18]2[CH:23]=[CH:22][C:21]([Cl:24])=[CH:20][C:19]=2[C:25]#[N:26])=[C:4]2[C:9](=[CH:10][CH:11]=1)[N:8]([C:12]([O:14][CH3:15])=[O:13])[C@@H:7]([CH3:16])[CH2:6][CH2:5]2.CC1(C)C(C)(C)OB([C:35]2[CH:36]=[N:37][N:38]([CH:40]3[CH2:45][CH2:44][N:43]([C:46]([O:48][C:49]([CH3:52])([CH3:51])[CH3:50])=[O:47])[CH2:42][CH2:41]3)[CH:39]=2)O1.C(=O)([O-])[O-].[Cs+].[Cs+]. (4) The reactants are: Br[CH2:2][CH2:3][CH2:4][C:5]([CH3:15])([CH3:14])[CH2:6][O:7][CH:8]1[CH2:13][CH2:12][CH2:11][CH2:10][O:9]1.[CH3:16][C:17]1[CH:22]=[CH:21][C:20]([S:23]([CH2:26][N+:27]#[C-:28])(=[O:25])=[O:24])=[CH:19][CH:18]=1.[H-].[Na+].[I-]. Given the product [N+:27]([C:26]([S:23]([C:20]1[CH:19]=[CH:18][C:17]([CH3:16])=[CH:22][CH:21]=1)(=[O:25])=[O:24])([CH2:2][CH2:3][CH2:4][C:5]([CH3:14])([CH3:15])[CH2:6][O:7][CH:8]1[CH2:13][CH2:12][CH2:11][CH2:10][O:9]1)[CH2:2][CH2:3][CH2:4][C:5]([CH3:15])([CH3:14])[CH2:6][O:7][CH:8]1[CH2:13][CH2:12][CH2:11][CH2:10][O:9]1)#[C-:28], predict the reactants needed to synthesize it. (5) Given the product [N:23]1([CH2:2][C:3]([NH:5][C:6]2[CH:11]=[CH:10][C:9]([N:12]3[C:16]([CH:17]4[CH2:19][CH2:18]4)=[CH:15][C:14]([CH:20]4[CH2:22][CH2:21]4)=[N:13]3)=[CH:8][CH:7]=2)=[O:4])[C:27]2[CH:28]=[CH:29][CH:30]=[CH:31][C:26]=2[N:25]=[CH:24]1, predict the reactants needed to synthesize it. The reactants are: Cl[CH2:2][C:3]([NH:5][C:6]1[CH:11]=[CH:10][C:9]([N:12]2[C:16]([CH:17]3[CH2:19][CH2:18]3)=[CH:15][C:14]([CH:20]3[CH2:22][CH2:21]3)=[N:13]2)=[CH:8][CH:7]=1)=[O:4].[N:23]1[C:27]2[CH:28]=[CH:29][CH:30]=[CH:31][C:26]=2[NH:25][CH:24]=1.[H-].[Na+].O. (6) Given the product [CH3:16][O:17][C:18]1[CH:19]=[C:20]2[C:25](=[CH:26][C:27]=1[O:28][CH3:29])[N:24]=[CH:23][CH:22]=[C:21]2[O:30][C:31]1[CH:38]=[CH:37][C:34]([N:35]([CH3:36])[C:13]([N:3]2[CH2:4][CH2:5][N:6]([C:7]3[CH:12]=[CH:11][CH:10]=[CH:9][CH:8]=3)[C:2]2=[O:1])=[O:14])=[CH:33][C:32]=1[F:39], predict the reactants needed to synthesize it. The reactants are: [O:1]=[C:2]1[N:6]([C:7]2[CH:12]=[CH:11][CH:10]=[CH:9][CH:8]=2)[CH2:5][CH2:4][N:3]1[C:13](Cl)=[O:14].[CH3:16][O:17][C:18]1[CH:19]=[C:20]2[C:25](=[CH:26][C:27]=1[O:28][CH3:29])[N:24]=[CH:23][CH:22]=[C:21]2[O:30][C:31]1[CH:38]=[CH:37][C:34]([NH:35][CH3:36])=[CH:33][C:32]=1[F:39].CCN(C(C)C)C(C)C. (7) Given the product [C:1]([C:5]1[CH:10]=[CH:9][C:8]([S:11]([NH:15][C:16]2[CH:17]=[CH:18][C:19]([F:31])=[C:20]([F:30])[C:21]=2[C:22]([C:24]2[CH:25]=[N:26][CH:27]=[CH:28][CH:29]=2)=[O:23])(=[O:13])=[O:12])=[CH:7][CH:6]=1)([CH3:4])([CH3:3])[CH3:2], predict the reactants needed to synthesize it. The reactants are: [C:1]([C:5]1[CH:10]=[CH:9][C:8]([S:11](Cl)(=[O:13])=[O:12])=[CH:7][CH:6]=1)([CH3:4])([CH3:3])[CH3:2].[NH2:15][C:16]1[C:21]([C:22]([C:24]2[CH:25]=[N:26][CH:27]=[CH:28][CH:29]=2)=[O:23])=[C:20]([F:30])[C:19]([F:31])=[CH:18][CH:17]=1. (8) Given the product [F:13][C:12]1[CH:11]=[C:10]([F:14])[CH:9]=[CH:8][C:7]=1[C:6]1[CH:5]=[C:4]([C:15]([O:17][CH2:22][CH3:23])=[O:16])[C:3]([OH:18])=[CH:2][CH:1]=1, predict the reactants needed to synthesize it. The reactants are: [CH:1]1[C:6]([C:7]2[CH:8]=[CH:9][C:10]([F:14])=[CH:11][C:12]=2[F:13])=[CH:5][C:4]([C:15]([OH:17])=[O:16])=[C:3]([OH:18])[CH:2]=1.Cl.CN(C)[CH2:22][CH2:23]CN=C=N.O.ON1C2C=CC=CC=2N=N1.C(O)C.